This data is from Forward reaction prediction with 1.9M reactions from USPTO patents (1976-2016). The task is: Predict the product of the given reaction. The product is: [C:1]([O:5][C:6](=[O:21])[NH:7][C@:8]([CH2:19][OH:20])([CH3:18])[CH2:9][CH2:10][C:11]1[CH:16]=[CH:15][C:14]([O:17][CH2:28][CH2:29][CH2:30][CH2:31][CH2:32][CH2:33][CH3:34])=[CH:13][CH:12]=1)([CH3:4])([CH3:2])[CH3:3]. Given the reactants [C:1]([O:5][C:6](=[O:21])[NH:7][C@:8]([CH2:19][OH:20])([CH3:18])[CH2:9][CH2:10][C:11]1[CH:16]=[CH:15][C:14]([OH:17])=[CH:13][CH:12]=1)([CH3:4])([CH3:3])[CH3:2].C(=O)([O-])[O-].[K+].[K+].[CH2:28](OS(C)(=O)=O)[CH2:29][CH2:30][CH2:31][CH2:32][CH2:33][CH3:34].Cl, predict the reaction product.